Dataset: Peptide-MHC class II binding affinity with 134,281 pairs from IEDB. Task: Regression. Given a peptide amino acid sequence and an MHC pseudo amino acid sequence, predict their binding affinity value. This is MHC class II binding data. The peptide sequence is RNVFDEVIPTAFSIG. The MHC is HLA-DPA10103-DPB10201 with pseudo-sequence YAFFMFSGGAILNTLFGQFEYFDIEEVRMHLGMT. The binding affinity (normalized) is 0.502.